This data is from Full USPTO retrosynthesis dataset with 1.9M reactions from patents (1976-2016). The task is: Predict the reactants needed to synthesize the given product. (1) Given the product [C:11]([N:6]1[C:5]2[CH:14]=[CH:15][C:2]([NH:1][C:17]3[N:22]=[C:21]([NH:23][C:24]4[C:33]([F:34])=[CH:32][CH:31]=[CH:30][C:25]=4[C:26]([NH:28][CH3:29])=[O:27])[C:20]([Cl:35])=[CH:19][N:18]=3)=[CH:3][C:4]=2[O:10][CH2:9][CH2:8][CH2:7]1)(=[O:13])[CH3:12], predict the reactants needed to synthesize it. The reactants are: [NH2:1][C:2]1[CH:15]=[CH:14][C:5]2[N:6]([C:11](=[O:13])[CH3:12])[CH2:7][CH2:8][CH2:9][O:10][C:4]=2[CH:3]=1.Cl[C:17]1[N:22]=[C:21]([NH:23][C:24]2[C:33]([F:34])=[CH:32][CH:31]=[CH:30][C:25]=2[C:26]([NH:28][CH3:29])=[O:27])[C:20]([Cl:35])=[CH:19][N:18]=1.C12(CS(O)(=O)=O)C(C)(C)C(CC1)CC2=O.C(=O)([O-])[O-]. (2) Given the product [CH3:11][O:10][C:6]1[C:3]([CH:4]=[O:5])=[CH:2][CH:9]=[N:8][CH:7]=1, predict the reactants needed to synthesize it. The reactants are: O[C:2]1[CH:9]=[N:8][CH:7]=[C:6]([O:10][CH3:11])[C:3]=1[CH:4]=[O:5].Cl.ClCC1C(C2N(C(C)C)N=CC=2)=NC=CC=1.C([O-])([O-])=O.[K+].[K+]. (3) Given the product [OH:11][C@@H:10]1[C:9]2[CH:12]=[CH:13][C:14]3[N:15]([CH3:20])[C:16]([CH3:19])=[N:17][C:18]=3[C:8]=2[O:7][C@H:6]([C:21]2[CH:22]=[CH:23][CH:24]=[CH:25][CH:26]=2)[C@H:5]1[OH:4], predict the reactants needed to synthesize it. The reactants are: C([O:4][C@H:5]1[C:10](=[O:11])[C:9]2[CH:12]=[CH:13][C:14]3[N:15]([CH3:20])[C:16]([CH3:19])=[N:17][C:18]=3[C:8]=2[O:7][C@@H:6]1[C:21]1[CH:26]=[CH:25][CH:24]=[CH:23][CH:22]=1)(=O)C.B.[Na]. (4) Given the product [C:17]([O:20][C:21]([N:1]1[CH2:4][CH2:3][C@H:2]1[C:5]([OH:7])=[O:6])=[O:22])([CH3:19])([CH3:18])[CH3:16], predict the reactants needed to synthesize it. The reactants are: [NH:1]1[CH2:4][CH2:3][C@H:2]1[C:5]([OH:7])=[O:6].O.C(N(CC)CC)C.[CH3:16][C:17]([O:20][C:21](ON=C(C1C=CC=CC=1)C#N)=[O:22])([CH3:19])[CH3:18]. (5) Given the product [Cl:20][CH2:21][CH2:22][C:23]([C:18]1[CH:17]=[CH:16][C:14]2[NH:15][C:11](=[O:10])[S:12][C:13]=2[CH:19]=1)=[O:24], predict the reactants needed to synthesize it. The reactants are: CN(C)C=O.[Cl-].[Al+3].[Cl-].[Cl-].[OH:10][C:11]1[S:12][C:13]2[CH:19]=[CH:18][CH:17]=[CH:16][C:14]=2[N:15]=1.[Cl:20][CH2:21][CH2:22][C:23](Cl)=[O:24]. (6) Given the product [C:6]1([C:9]2[C:10]([C:24]3[CH:29]=[CH:28][CH:27]=[CH:26][CH:25]=3)=[CH:11][CH:12]=[CH:13][CH:14]=2)[CH:7]=[CH:8][CH:3]=[CH:4][CH:5]=1, predict the reactants needed to synthesize it. The reactants are: C[Si](C)(C)[C:3]1[CH:8]=[CH:7][C:6]([C:9]2[CH:14]=[CH:13][C:12](I)=[CH:11][C:10]=2F)=[C:5](F)[C:4]=1F.C([C:24]1[CH:29]=[CH:28][C:27](B(O)O)=[CH:26][CH:25]=1)CC.OCC(C)(CO)C.CC(C)=O. (7) Given the product [CH3:38][O:39][C:33](=[O:34])[CH2:29][C:30]([NH:1][C:2]1[CH:25]=[C:24]([CH3:26])[C:5]([O:6][C:7]2[CH:12]=[CH:11][C:10]([OH:13])=[C:9]([S:14]([C:17]3[CH:18]=[CH:19][C:20]([F:23])=[CH:21][CH:22]=3)(=[O:16])=[O:15])[CH:8]=2)=[C:4]([CH3:27])[CH:3]=1)=[O:31], predict the reactants needed to synthesize it. The reactants are: [NH2:1][C:2]1[CH:25]=[C:24]([CH3:26])[C:5]([O:6][C:7]2[CH:12]=[CH:11][C:10]([OH:13])=[C:9]([S:14]([C:17]3[CH:22]=[CH:21][C:20]([F:23])=[CH:19][CH:18]=3)(=[O:16])=[O:15])[CH:8]=2)=[C:4]([CH3:27])[CH:3]=1.C[CH:29]([C:33](Cl)=[O:34])[C:30](Cl)=[O:31].C1C[O:39][CH2:38]C1.